The task is: Predict the reactants needed to synthesize the given product.. This data is from Full USPTO retrosynthesis dataset with 1.9M reactions from patents (1976-2016). (1) The reactants are: Cl.[F:2][C:3]1[C:4]([C:28]2[CH:33]=[CH:32][C:31]([N:34]3[N:38]=[N:37][CH:36]=[N:35]3)=[CH:30][CH:29]=2)=[CH:5][C:6](=[O:27])[N:7]([CH2:9][CH2:10][C@@:11]([CH3:26])([S:22]([CH3:25])(=[O:24])=[O:23])[C:12]([NH:14][O:15]C2CCCCO2)=[O:13])[CH:8]=1. Given the product [F:2][C:3]1[C:4]([C:28]2[CH:29]=[CH:30][C:31]([N:34]3[N:38]=[N:37][CH:36]=[N:35]3)=[CH:32][CH:33]=2)=[CH:5][C:6](=[O:27])[N:7]([CH2:9][CH2:10][C@@:11]([CH3:26])([S:22]([CH3:25])(=[O:23])=[O:24])[C:12]([NH:14][OH:15])=[O:13])[CH:8]=1, predict the reactants needed to synthesize it. (2) Given the product [N:26]([NH:1][C@H:2]([C:8]([OH:10])=[O:9])[CH2:3][CH2:4][C:5]([OH:7])=[O:6])=[N+:27]=[N-:28], predict the reactants needed to synthesize it. The reactants are: [NH2:1][C@H:2]([C:8]([OH:10])=[O:9])[CH2:3][CH2:4][C:5]([OH:7])=[O:6].C([O-])([O-])=O.[K+].[K+].CO.S([N:26]=[N+:27]=[N-:28])(C(F)(F)F)(=O)=O. (3) Given the product [Cl:1][C:2]1[CH:7]=[CH:6][C:5](/[CH:8]=[CH:9]/[C:10]([N:21]([CH2:22][CH:23]2[CH2:24][CH2:25][N:26]([C:29]([O:31][C:32]([CH3:35])([CH3:34])[CH3:33])=[O:30])[CH2:27][CH2:28]2)[CH3:20])=[O:12])=[C:4]([CH2:13][N:14]2[N:18]=[N:17][C:16]([CH3:19])=[N:15]2)[CH:3]=1, predict the reactants needed to synthesize it. The reactants are: [Cl:1][C:2]1[CH:7]=[CH:6][C:5](/[CH:8]=[CH:9]/[C:10]([OH:12])=O)=[C:4]([CH2:13][N:14]2[N:18]=[N:17][C:16]([CH3:19])=[N:15]2)[CH:3]=1.[CH3:20][NH:21][CH2:22][CH:23]1[CH2:28][CH2:27][N:26]([C:29]([O:31][C:32]([CH3:35])([CH3:34])[CH3:33])=[O:30])[CH2:25][CH2:24]1.CCN(C(C)C)C(C)C.C(P1(=O)OP(CCC)(=O)OP(CCC)(=O)O1)CC.